Dataset: Full USPTO retrosynthesis dataset with 1.9M reactions from patents (1976-2016). Task: Predict the reactants needed to synthesize the given product. (1) Given the product [Cl:2][C:3]1[NH:8][C:7](=[O:9])[C:6]([N+:12]([O-:14])=[O:13])=[C:5]([OH:10])[C:4]=1[CH3:11], predict the reactants needed to synthesize it. The reactants are: Cl.[Cl:2][C:3]1[NH:8][C:7](=[O:9])[CH:6]=[C:5]([OH:10])[C:4]=1[CH3:11].[N+:12]([O-])([OH:14])=[O:13]. (2) Given the product [Br:3][C:4]1[CH:9]=[CH:8][C:7]([NH:10][C:11]2[C:19]([C:20](=[O:26])[CH2:21][OH:22])=[C:18]3[N:14]([CH2:15][CH2:16][CH2:17]3)[C:13](=[O:27])[C:12]=2[F:28])=[C:6]([F:29])[CH:5]=1, predict the reactants needed to synthesize it. The reactants are: Cl.O.[Br:3][C:4]1[CH:9]=[CH:8][C:7]([NH:10][C:11]2[C:19]([C:20](=[O:26])[CH2:21][O:22]COC)=[C:18]3[N:14]([CH2:15][CH2:16][CH2:17]3)[C:13](=[O:27])[C:12]=2[F:28])=[C:6]([F:29])[CH:5]=1.C([O-])(O)=O.[Na+]. (3) Given the product [F:10][C:11]1[CH:16]=[CH:15][C:14]([C:17]2[CH:18]=[C:19]([CH:20]([CH3:22])[CH3:21])[N:9]=[C:7]([OH:8])[N:6]=2)=[CH:13][CH:12]=1, predict the reactants needed to synthesize it. The reactants are: Cl.C(O)(C)C.[NH2:6][C:7]([NH2:9])=[O:8].[F:10][C:11]1[CH:16]=[CH:15][C:14]([C:17](=O)[CH2:18][C:19](=O)[CH:20]([CH3:22])[CH3:21])=[CH:13][CH:12]=1.C(=O)(O)[O-].[Na+]. (4) Given the product [C:12]([O:16][CH:17]([O:21][C:22]([NH:11][CH2:10][C@H:2]1[CH2:3][CH2:4][C@H:5]([C:7]([OH:9])=[O:8])[CH2:6][CH2:1]1)=[O:23])[CH2:18][CH2:19][CH3:20])(=[O:15])[CH2:13][CH3:14], predict the reactants needed to synthesize it. The reactants are: [CH2:1]1[CH2:6][C@H:5]([C:7]([OH:9])=[O:8])[CH2:4][CH2:3][C@H:2]1[CH2:10][NH2:11].[C:12]([O:16][CH:17]([O:21][C:22](ON1C(=O)CCC1=O)=[O:23])[CH2:18][CH2:19][CH3:20])(=[O:15])[CH2:13][CH3:14]. (5) Given the product [OH:1][C:2]1[CH:3]=[CH:4][C:5]([N+:10]([O-:12])=[O:11])=[C:6]([CH:7]([OH:8])[CH:13]=[CH2:14])[CH:9]=1, predict the reactants needed to synthesize it. The reactants are: [OH:1][C:2]1[CH:3]=[CH:4][C:5]([N+:10]([O-:12])=[O:11])=[C:6]([CH:9]=1)[CH:7]=[O:8].[CH:13]([Mg]Br)=[CH2:14].Cl.